Dataset: Catalyst prediction with 721,799 reactions and 888 catalyst types from USPTO. Task: Predict which catalyst facilitates the given reaction. (1) Reactant: Cl[C:2]1[C:7]([N+]([O-])=O)=[CH:6][C:5]([CH2:11][OH:12])=[CH:4][C:3]=1[S:13]([NH2:16])(=[O:15])=[O:14].[CH2:17](O)C. Product: [OH:12][CH2:11][C:5]1[CH:4]=[C:3]([S:13]([NH2:16])(=[O:15])=[O:14])[CH:2]=[C:7]([CH3:17])[CH:6]=1. The catalyst class is: 45. (2) Reactant: [BH4-].C([N+](CCCC)(CCCC)CCCC)CCC.[C:19]1([C:25]2[C:29]3[CH:30]=[CH:31][CH:32]=[CH:33][C:28]=3[O:27][C:26]=2[C:34](=[O:36])[CH3:35])[CH:24]=[CH:23][CH:22]=[CH:21][CH:20]=1. Product: [C:19]1([C:25]2[C:29]3[CH:30]=[CH:31][CH:32]=[CH:33][C:28]=3[O:27][C:26]=2[CH:34]([OH:36])[CH3:35])[CH:20]=[CH:21][CH:22]=[CH:23][CH:24]=1. The catalyst class is: 1. (3) Reactant: [CH:1]([C@@H:4]([CH2:7][C:8]1[CH:13]=[CH:12][C:11]([C:14]([CH3:17])([CH3:16])[CH3:15])=[C:10]([OH:18])[CH:9]=1)[CH2:5][OH:6])([CH3:3])[CH3:2].C(=O)([O-])[O-].[Cs+].[Cs+].[CH2:25](Br)[C:26]1[CH:31]=[CH:30][CH:29]=[CH:28][CH:27]=1. Product: [CH:1]([C@@H:4]([CH2:7][C:8]1[CH:13]=[CH:12][C:11]([C:14]([CH3:16])([CH3:15])[CH3:17])=[C:10]([O:18][CH2:25][C:26]2[CH:31]=[CH:30][CH:29]=[CH:28][CH:27]=2)[CH:9]=1)[CH2:5][OH:6])([CH3:3])[CH3:2]. The catalyst class is: 9. (4) Reactant: [Br:1][C:2]1[CH:7]=[C:6]([C:8]([C:12]2[CH:17]=[CH:16][C:15]([CH:18]([CH3:20])[CH3:19])=[CH:14][CH:13]=2)([CH3:11])[CH2:9][OH:10])[C:5](O)=[C:4]([CH3:22])[C:3]=1[CH3:23].C1(P(C2C=CC=CC=2)C2C=CC=CC=2)C=CC=CC=1.CCOC(/N=N/C(OCC)=O)=O.C1(C)C=CC=CC=1. Product: [Br:1][C:2]1[C:3]([CH3:23])=[C:4]([CH3:22])[C:5]2[O:10][CH2:9][C:8]([C:12]3[CH:13]=[CH:14][C:15]([CH:18]([CH3:20])[CH3:19])=[CH:16][CH:17]=3)([CH3:11])[C:6]=2[CH:7]=1. The catalyst class is: 1. (5) Product: [Cl:11][C:12]1[CH:17]=[C:16]([Cl:18])[CH:15]=[CH:14][C:13]=1[CH2:19][N:20]([CH3:21])[CH2:2][C:3]([C:5]1[CH:10]=[CH:9][CH:8]=[CH:7][CH:6]=1)=[O:4]. The catalyst class is: 12. Reactant: Br[CH2:2][C:3]([C:5]1[CH:10]=[CH:9][CH:8]=[CH:7][CH:6]=1)=[O:4].[Cl:11][C:12]1[CH:17]=[C:16]([Cl:18])[CH:15]=[CH:14][C:13]=1[CH2:19][NH:20][CH3:21].C(N(CC)CC)C. (6) Reactant: [H-].[Na+].[CH3:3][O:4][C:5]1[CH:6]=[C:7]([CH:11]=[CH:12][C:13]=1[O:14][CH3:15])[CH2:8][CH2:9][OH:10].[Cl:16][C:17]([Cl:21])([Cl:20])[C:18]#[N:19].O. Product: [Cl:16][C:17]([Cl:21])([Cl:20])[C:18](=[NH:19])[O:10][CH2:9][CH2:8][C:7]1[CH:11]=[CH:12][C:13]([O:14][CH3:15])=[C:5]([O:4][CH3:3])[CH:6]=1. The catalyst class is: 2. (7) Reactant: [NH2:1][C:2]1[CH:12]=[CH:11][C:5]([C:6]([O:8][CH2:9][CH3:10])=[O:7])=[CH:4][CH:3]=1.[Cl:13]N1C(=O)CCC1=O. Product: [C:6]([OH:8])(=[O:7])[CH3:5].[NH2:1][C:2]1[CH:3]=[CH:4][C:5]([C:6]([O:8][CH2:9][CH3:10])=[O:7])=[CH:11][C:12]=1[Cl:13]. The catalyst class is: 10. (8) Reactant: [CH2:1]([O:3][C:4](=[O:24])[CH2:5][O:6][C:7]1[CH:12]=[CH:11][C:10]([S:13][C:14]2[CH:19]=[CH:18][C:17]([CH:20]=[O:21])=[CH:16][C:15]=2[Cl:22])=[CH:9][C:8]=1[CH3:23])[CH3:2].CCO.[BH4-].[Na+].Cl. Product: [CH2:1]([O:3][C:4](=[O:24])[CH2:5][O:6][C:7]1[CH:12]=[CH:11][C:10]([S:13][C:14]2[CH:19]=[CH:18][C:17]([CH2:20][OH:21])=[CH:16][C:15]=2[Cl:22])=[CH:9][C:8]=1[CH3:23])[CH3:2]. The catalyst class is: 1. (9) Reactant: C(O)(=O)C.CO[CH:7]1[CH2:11][CH2:10][CH:9](OC)O1.[NH2:14][C:15]1[CH:16]=[C:17]([CH:36]=[CH:37][CH:38]=1)[C:18]([NH:20][C:21]1[CH:29]=[C:28]([C:30]2[CH:35]=[CH:34][CH:33]=[CH:32][CH:31]=2)[CH:27]=[CH:26][C:22]=1[C:23]([OH:25])=[O:24])=[O:19].C(=O)([O-])O.[Na+]. Product: [C:30]1([C:28]2[CH:27]=[CH:26][C:22]([C:23]([OH:25])=[O:24])=[C:21]([NH:20][C:18](=[O:19])[C:17]3[CH:36]=[CH:37][CH:38]=[C:15]([N:14]4[CH:7]=[CH:11][CH:10]=[CH:9]4)[CH:16]=3)[CH:29]=2)[CH:35]=[CH:34][CH:33]=[CH:32][CH:31]=1. The catalyst class is: 13. (10) Reactant: [N:1]([C@@H:4]1[CH2:9][CH2:8][N:7]([C:10]([O:12][C:13]([CH3:16])([CH3:15])[CH3:14])=[O:11])[C@@H:6]([C:17]([O:19][CH3:20])=[O:18])[CH2:5]1)=[N+]=[N-]. Product: [NH2:1][C@@H:4]1[CH2:9][CH2:8][N:7]([C:10]([O:12][C:13]([CH3:14])([CH3:15])[CH3:16])=[O:11])[C@@H:6]([C:17]([O:19][CH3:20])=[O:18])[CH2:5]1. The catalyst class is: 19.